Dataset: Catalyst prediction with 721,799 reactions and 888 catalyst types from USPTO. Task: Predict which catalyst facilitates the given reaction. (1) Reactant: [ClH:1].[C:2]1([S:8]([C:11]2[CH:12]=[N:13][C:14]3[C:19]([CH:20]=2)=[CH:18][CH:17]=[CH:16][C:15]=3[N:21]2[CH2:26][CH2:25][NH:24][CH2:23][CH2:22]2)(=[O:10])=[O:9])[CH:7]=[CH:6][CH:5]=[CH:4][CH:3]=1.[Cl:27]N1C(=O)CCC1=O. Product: [ClH:27].[Cl:1][C:16]1[C:15]([N:21]2[CH2:26][CH2:25][NH:24][CH2:23][CH2:22]2)=[C:14]2[C:19]([CH:20]=[C:11]([S:8]([C:2]3[CH:3]=[CH:4][CH:5]=[CH:6][CH:7]=3)(=[O:10])=[O:9])[CH:12]=[N:13]2)=[CH:18][CH:17]=1. The catalyst class is: 15. (2) Reactant: [C:1](Cl)(=[O:8])[C:2]1[CH:7]=[CH:6][CH:5]=[CH:4][CH:3]=1.C(N(CC)CC)C.[F:17][C:18]1[CH:38]=[C:37]([N:39]2[CH2:44][CH2:43][NH:42][CH2:41][CH2:40]2)[CH:36]=[CH:35][C:19]=1[O:20][C:21]1[C:30]2[C:25](=[CH:26][C:27]([O:33][CH3:34])=[C:28]([O:31][CH3:32])[CH:29]=2)[N:24]=[CH:23][CH:22]=1.O. Product: [CH3:32][O:31][C:28]1[CH:29]=[C:30]2[C:25](=[CH:26][C:27]=1[O:33][CH3:34])[N:24]=[CH:23][CH:22]=[C:21]2[O:20][C:19]1[CH:35]=[CH:36][C:37]([N:39]2[CH2:40][CH2:41][N:42]([C:1]([C:2]3[CH:7]=[CH:6][CH:5]=[CH:4][CH:3]=3)=[O:8])[CH2:43][CH2:44]2)=[CH:38][C:18]=1[F:17]. The catalyst class is: 2. (3) Reactant: [H-].[Na+].[CH2:3]([O:10][CH2:11][CH:12]=[CH:13][CH2:14][C@@H:15]([CH2:19][C@H:20]([C:22]1[CH:27]=[CH:26][C:25]([F:28])=[CH:24][CH:23]=1)[OH:21])[C:16]([OH:18])=[O:17])[C:4]1[CH:9]=[CH:8][CH:7]=[CH:6][CH:5]=1.[CH3:29]I. Product: [CH2:3]([O:10][CH2:11][CH:12]=[CH:13][CH2:14][C@@H:15]([CH2:19][C@H:20]([C:22]1[CH:23]=[CH:24][C:25]([F:28])=[CH:26][CH:27]=1)[O:21][CH3:29])[C:16]([OH:18])=[O:17])[C:4]1[CH:5]=[CH:6][CH:7]=[CH:8][CH:9]=1. The catalyst class is: 1. (4) Reactant: [C:1]([O:5][C:6](=[O:14])[N:7]([CH2:9][CH2:10][CH2:11][CH2:12][NH2:13])[CH3:8])([CH3:4])([CH3:3])[CH3:2].[CH3:15][C:16]1[C:17]([CH:23]=O)=[N:18][CH:19]=[C:20]([CH3:22])[CH:21]=1.[BH-](OC(C)=O)(OC(C)=O)OC(C)=O.[Na+]. Product: [C:1]([O:5][C:6](=[O:14])[N:7]([CH2:9][CH2:10][CH2:11][CH2:12][NH:13][CH2:23][C:17]1[C:16]([CH3:15])=[CH:21][C:20]([CH3:22])=[CH:19][N:18]=1)[CH3:8])([CH3:4])([CH3:2])[CH3:3]. The catalyst class is: 2.